Dataset: Catalyst prediction with 721,799 reactions and 888 catalyst types from USPTO. Task: Predict which catalyst facilitates the given reaction. (1) Reactant: [F:1][C:2]1[CH:3]=[C:4]([C:8]2[CH:9]=[C:10]([CH2:16][NH:17][C:18]3[C:19]([CH3:26])=[C:20]([OH:25])[CH:21]=[CH:22][C:23]=3[CH3:24])[CH:11]=[C:12]([O:14][CH3:15])[CH:13]=2)[CH:5]=[CH:6][CH:7]=1.C([O-])([O-])=O.[Cs+].[Cs+].Br[CH2:34][C:35]([O:37][CH:38]([CH3:40])[CH3:39])=[O:36].O. Product: [F:1][C:2]1[CH:3]=[C:4]([C:8]2[CH:9]=[C:10]([CH2:16][NH:17][C:18]3[C:19]([CH3:26])=[C:20]([CH:21]=[CH:22][C:23]=3[CH3:24])[O:25][CH2:34][C:35]([O:37][CH:38]([CH3:40])[CH3:39])=[O:36])[CH:11]=[C:12]([O:14][CH3:15])[CH:13]=2)[CH:5]=[CH:6][CH:7]=1. The catalyst class is: 131. (2) Reactant: [CH:1]1([C:4]2[CH:9]=[CH:8][N:7]=[C:6]([C:10]#[N:11])[CH:5]=2)[CH2:3][CH2:2]1.[O-:12][CH2:13][CH3:14].[Na+]. Product: [CH:1]1([C:4]2[CH:9]=[CH:8][N:7]=[C:6]([C:10](=[NH:11])[O:12][CH2:13][CH3:14])[CH:5]=2)[CH2:3][CH2:2]1. The catalyst class is: 8. (3) Reactant: [N+:1]([C:4]1[N:5]=[CH:6][NH:7][CH:8]=1)([O-:3])=[O:2].[N+:9]([O-])([OH:11])=[O:10].C(OC(=O)C)(=O)C. Product: [N+:9]([N:7]1[CH:8]=[C:4]([N+:1]([O-:3])=[O:2])[N:5]=[CH:6]1)([O-:11])=[O:10]. The catalyst class is: 15. (4) Reactant: Cl.[OH2:2].[F:3][C:4]1[CH:39]=[CH:38][C:7]2[NH:8][C:9]([C:11]([NH:13][C:14]34[C:32](=[O:33])[C:31]5[C:26](=[C:27]([N+:34]([O-])=O)[CH:28]=[CH:29][CH:30]=5)[C:15]3(O)[O:16][C:17]3[CH:22]=[C:21]([CH:23]([CH3:25])[CH3:24])[CH:20]=[CH:19][C:18]=34)=[O:12])=[N:10][C:6]=2[CH:5]=1. Product: [NH2:34][C:27]1[CH:28]=[CH:29][CH:30]=[C:31]2[C:26]=1[C:15](=[O:16])[C:14]1([NH:13][C:11]([C:9]3[NH:8][C:7]4[CH:38]=[CH:39][C:4]([F:3])=[CH:5][C:6]=4[N:10]=3)=[O:12])[C:18]3[CH:17]=[CH:22][C:21]([CH:23]([CH3:25])[CH3:24])=[CH:20][C:19]=3[O:2][C:32]12[OH:33]. The catalyst class is: 186. (5) Reactant: [Br:1][C:2]1[CH:3]=[C:4]([CH:6]=[CH:7][C:8]=1[F:9])[NH2:5].[O:10]=[C:11]([CH2:17][CH3:18])[CH2:12][C:13](OC)=[O:14]. Product: [Br:1][C:2]1[CH:3]=[C:4]([NH:5][C:13](=[O:14])[CH2:12][C:11](=[O:10])[CH2:17][CH3:18])[CH:6]=[CH:7][C:8]=1[F:9]. The catalyst class is: 11. (6) Reactant: [F:1][C:2]([F:51])([F:50])[C:3]1[CH:4]=[C:5]([CH:43]=[C:44]([C:46]([F:49])([F:48])[F:47])[CH:45]=1)[CH2:6][N:7]([CH2:25][C:26]1[CH:31]=[C:30]([C:32]([F:35])([F:34])[F:33])[CH:29]=[CH:28][C:27]=1[N:36]([CH2:41][CH3:42])[CH2:37][CH2:38][O:39][CH3:40])[C:8]1[N:13]=[CH:12][C:11]([N:14]2[CH2:19][CH2:18][CH:17]([C:20]([O:22]CC)=[O:21])[CH2:16][CH2:15]2)=[CH:10][N:9]=1.[OH-].[Na+].C(OCC)(=O)C. Product: [F:51][C:2]([F:1])([F:50])[C:3]1[CH:4]=[C:5]([CH:43]=[C:44]([C:46]([F:49])([F:48])[F:47])[CH:45]=1)[CH2:6][N:7]([CH2:25][C:26]1[CH:31]=[C:30]([C:32]([F:35])([F:34])[F:33])[CH:29]=[CH:28][C:27]=1[N:36]([CH2:41][CH3:42])[CH2:37][CH2:38][O:39][CH3:40])[C:8]1[N:13]=[CH:12][C:11]([N:14]2[CH2:15][CH2:16][CH:17]([C:20]([OH:22])=[O:21])[CH2:18][CH2:19]2)=[CH:10][N:9]=1. The catalyst class is: 8.